This data is from Forward reaction prediction with 1.9M reactions from USPTO patents (1976-2016). The task is: Predict the product of the given reaction. Given the reactants [F:1][C:2]1[C:9]([O:10][C:11]2[C:16](=[O:17])[N:15]([CH2:18][C:19]3[CH:24]=[C:23]([C:25]4[CH:30]=[CH:29][C:28]([F:31])=[CH:27][CH:26]=4)[C:22](=[O:32])[N:21](CC4C=CC(OC)=CC=4)[N:20]=3)[CH:14]=[N:13][C:12]=2[C:42]([F:45])([F:44])[F:43])=[CH:8][CH:7]=[CH:6][C:3]=1[C:4]#[N:5], predict the reaction product. The product is: [F:1][C:2]1[C:9]([O:10][C:11]2[C:16](=[O:17])[N:15]([CH2:18][C:19]3[CH:24]=[C:23]([C:25]4[CH:30]=[CH:29][C:28]([F:31])=[CH:27][CH:26]=4)[C:22](=[O:32])[NH:21][N:20]=3)[CH:14]=[N:13][C:12]=2[C:42]([F:45])([F:44])[F:43])=[CH:8][CH:7]=[CH:6][C:3]=1[C:4]#[N:5].